This data is from Full USPTO retrosynthesis dataset with 1.9M reactions from patents (1976-2016). The task is: Predict the reactants needed to synthesize the given product. (1) Given the product [ClH:23].[NH:9]1[CH2:14][CH2:13][O:12][C@@H:11]([C:15]2[CH:22]=[CH:21][C:18]([C:19]#[N:20])=[CH:17][CH:16]=2)[CH2:10]1, predict the reactants needed to synthesize it. The reactants are: C1([C@H]([N:9]2[CH2:14][CH2:13][O:12][C@@H:11]([C:15]3[CH:22]=[CH:21][C:18]([C:19]#[N:20])=[CH:17][CH:16]=3)[CH2:10]2)C)C=CC=CC=1.[Cl:23]C(OC(Cl)C)=O. (2) Given the product [CH2:1]([N:8]1[CH2:9][CH2:10][O:11][CH:12]([C:14]2[CH:15]=[CH:16][C:17]([Br:20])=[CH:18][CH:19]=2)[CH2:13]1)[C:2]1[CH:3]=[CH:4][CH:5]=[CH:6][CH:7]=1, predict the reactants needed to synthesize it. The reactants are: [CH2:1]([N:8]1[CH2:13][CH:12]([C:14]2[CH:19]=[CH:18][C:17]([Br:20])=[CH:16][CH:15]=2)[O:11][CH2:10][C:9]1=O)[C:2]1[CH:7]=[CH:6][CH:5]=[CH:4][CH:3]=1.B.C1COCC1.CO. (3) Given the product [C:43]([C:42]1[CH:41]=[CH:40][C:39]([CH2:38][C@@H:37]([NH:36][C:24]([C:21]2[C:17]3[N:18]=[CH:19][N:20]=[C:15]([C:7]4[C:8]5[O:12][CH2:11][O:10][C:9]=5[CH:13]=[CH:14][C:6]=4[O:5][CH2:4][CH:1]4[CH2:2][CH2:3]4)[C:16]=3[NH:23][CH:22]=2)=[O:25])[C:47]([N:49]2[CH2:54][CH2:53][CH:52]([N:55]3[N:64]=[C:63]([C:65]4[CH:70]=[CH:69][C:68]([O:71][CH3:72])=[C:67]([O:73][CH3:74])[CH:66]=4)[C@@H:62]4[C@@H:57]([CH2:58][CH2:59][CH2:60][CH2:61]4)[C:56]3=[O:75])[CH2:51][CH2:50]2)=[O:48])=[CH:46][CH:45]=1)#[N:44], predict the reactants needed to synthesize it. The reactants are: [CH:1]1([CH2:4][O:5][C:6]2[CH:14]=[CH:13][C:9]3[O:10][CH2:11][O:12][C:8]=3[C:7]=2[C:15]2[C:16]3[NH:23][CH:22]=[C:21]([C:24](O)=[O:25])[C:17]=3[N:18]=[CH:19][N:20]=2)[CH2:3][CH2:2]1.CCN(C(C)C)C(C)C.[NH2:36][C@@H:37]([C:47]([N:49]1[CH2:54][CH2:53][CH:52]([N:55]2[N:64]=[C:63]([C:65]3[CH:70]=[CH:69][C:68]([O:71][CH3:72])=[C:67]([O:73][CH3:74])[CH:66]=3)[C@@H:62]3[C@@H:57]([CH2:58][CH2:59][CH2:60][CH2:61]3)[C:56]2=[O:75])[CH2:51][CH2:50]1)=[O:48])[CH2:38][C:39]1[CH:46]=[CH:45][C:42]([C:43]#[N:44])=[CH:41][CH:40]=1.CCOC(C(C#N)=NOC(N1CCOCC1)=[N+](C)C)=O.F[P-](F)(F)(F)(F)F.C(=O)(O)[O-].[Na+]. (4) Given the product [CH3:25][C:26]1([CH3:32])[O:30][C:29](=[O:31])[N:28]([C:2]2[CH:7]=[CH:6][C:5]([C:8]([N:10]3[CH2:15][CH2:14][N:13]([C:16]4[C:21]([CH3:22])=[CH:20][C:19]([CH3:23])=[C:18]([CH3:24])[N:17]=4)[CH2:12][CH2:11]3)=[O:9])=[CH:4][CH:3]=2)[CH2:27]1, predict the reactants needed to synthesize it. The reactants are: I[C:2]1[CH:7]=[CH:6][C:5]([C:8]([N:10]2[CH2:15][CH2:14][N:13]([C:16]3[C:21]([CH3:22])=[CH:20][C:19]([CH3:23])=[C:18]([CH3:24])[N:17]=3)[CH2:12][CH2:11]2)=[O:9])=[CH:4][CH:3]=1.[CH3:25][C:26]1([CH3:32])[O:30][C:29](=[O:31])[NH:28][CH2:27]1. (5) Given the product [CH2:12]([O:11][C:9]([C:8]1[N:22]2[CH:21]=[C:20]([C:23]([OH:25])=[O:24])[CH:19]=[CH:18][C:17]2=[N:16][CH:14]=1)=[O:10])[CH3:13], predict the reactants needed to synthesize it. The reactants are: S(=O)(=O)(O)O.[K].Cl[CH:8]([CH:14]=O)[C:9]([O:11][CH2:12][CH3:13])=[O:10].[NH2:16][C:17]1[N:22]=[CH:21][C:20]([C:23]([OH:25])=[O:24])=[CH:19][CH:18]=1. (6) Given the product [N:18]1([C:27]2[O:28][C:29]([CH2:39][CH2:40][C:41]([NH:1][C:2]3[CH:3]=[CH:4][C:5]([CH:6]([P:8]([O:9][CH2:10][CH3:11])([O:12][CH2:13][CH3:14])=[O:15])[OH:7])=[CH:16][CH:17]=3)=[O:42])=[C:30]([C:32]3[CH:37]=[CH:36][C:35]([Cl:38])=[CH:34][CH:33]=3)[N:31]=2)[C:22]2[CH:23]=[CH:24][CH:25]=[CH:26][C:21]=2[N:20]=[CH:19]1, predict the reactants needed to synthesize it. The reactants are: [NH2:1][C:2]1[CH:17]=[CH:16][C:5]([CH:6]([P:8](=[O:15])([O:12][CH2:13][CH3:14])[O:9][CH2:10][CH3:11])[OH:7])=[CH:4][CH:3]=1.[N:18]1([C:27]2[O:28][C:29]([CH2:39][CH2:40][C:41](O)=[O:42])=[C:30]([C:32]3[CH:37]=[CH:36][C:35]([Cl:38])=[CH:34][CH:33]=3)[N:31]=2)[C:22]2[CH:23]=[CH:24][CH:25]=[CH:26][C:21]=2[N:20]=[CH:19]1.ON1C2N=CC=CC=2N=N1.C(N=C=NCCCN(C)C)C.Cl. (7) Given the product [C:1]([C:5]1[N:9]([CH2:10][C@H:11]2[CH2:16][CH2:15][C@H:14]([F:17])[CH2:13][CH2:12]2)[C:8]2[CH:18]=[CH:19][C:20]([S:22]([N:25]3[CH:29]=[C:28]([C:30]([OH:32])=[O:31])[CH:27]=[N:26]3)(=[O:24])=[O:23])=[CH:21][C:7]=2[N:6]=1)([CH3:4])([CH3:2])[CH3:3], predict the reactants needed to synthesize it. The reactants are: [C:1]([C:5]1[N:9]([CH2:10][C@H:11]2[CH2:16][CH2:15][C@H:14]([F:17])[CH2:13][CH2:12]2)[C:8]2[CH:18]=[CH:19][C:20]([S:22]([N:25]3[CH:29]=[C:28]([CH:30]=[O:31])[CH:27]=[N:26]3)(=[O:24])=[O:23])=[CH:21][C:7]=2[N:6]=1)([CH3:4])([CH3:3])[CH3:2].[OH:32]OS([O-])=O.[K+].